From a dataset of Full USPTO retrosynthesis dataset with 1.9M reactions from patents (1976-2016). Predict the reactants needed to synthesize the given product. (1) Given the product [NH2:1][C:2]1[C:7]([C:8]#[N:9])=[C:6]([C:10]2[O:11][CH:12]=[CH:13][CH:14]=2)[C:5]([C:15]#[N:16])=[C:4]([S:17]([CH3:18])=[O:27])[N:3]=1, predict the reactants needed to synthesize it. The reactants are: [NH2:1][C:2]1[C:7]([C:8]#[N:9])=[C:6]([C:10]2[O:11][CH:12]=[CH:13][CH:14]=2)[C:5]([C:15]#[N:16])=[C:4]([S:17][CH3:18])[N:3]=1.C1(C2[O:27]N2S(C2C=CC=CC=2)(=O)=O)C=CC=CC=1. (2) Given the product [Cl:17][CH2:18][CH2:19][CH2:20][Si:21]([CH:26]=[CH2:2])([CH:24]=[CH2:25])[CH:22]=[CH2:23], predict the reactants needed to synthesize it. The reactants are: Cl[CH2:2]CC[Si](C)(Cl)Cl.ClCCC[Si](Cl)(Cl)Cl.[Cl:17][CH2:18][CH2:19][CH2:20][Si:21]([CH3:26])([CH:24]=[CH2:25])[CH:22]=[CH2:23]. (3) Given the product [Br:1][C:2]1[CH:3]=[C:4]([NH:5][CH:13]=[C:14]2[C:15](=[O:23])[O:16][C:17]([CH3:21])([CH3:22])[O:18][C:19]2=[O:20])[CH:6]=[CH:7][C:8]=1[O:9][CH3:10], predict the reactants needed to synthesize it. The reactants are: [Br:1][C:2]1[CH:3]=[C:4]([CH:6]=[CH:7][C:8]=1[O:9][CH3:10])[NH2:5].CO[CH:13]=[C:14]1[C:19](=[O:20])[O:18][C:17]([CH3:22])([CH3:21])[O:16][C:15]1=[O:23].